Dataset: Reaction yield outcomes from USPTO patents with 853,638 reactions. Task: Predict the reaction yield, written as a fraction of the theoretical maximum amount of product (1.0 means a 100% yield; for example, 0.34 means a 34% yield). (1) The reactants are [C:1]([C:3]1[CH:4]=[C:5]([CH:31]([CH3:33])[CH3:32])[C:6]2[O:10][C:9]([C:11]3[CH:29]=[CH:28][C:14]([C:15]([NH:17][CH2:18][C@H:19]4[CH2:24][CH2:23][C@H:22]([CH2:25][CH2:26][OH:27])[CH2:21][CH2:20]4)=[O:16])=[CH:13][CH:12]=3)=[N:8][C:7]=2[CH:30]=1)#[N:2].CC(OI1(OC(C)=O)(OC(C)=O)OC(=O)C2C=CC=CC1=2)=O. The catalyst is ClCCl. The product is [C:1]([C:3]1[CH:4]=[C:5]([CH:31]([CH3:33])[CH3:32])[C:6]2[O:10][C:9]([C:11]3[CH:29]=[CH:28][C:14]([C:15]([NH:17][CH2:18][C@H:19]4[CH2:20][CH2:21][C@H:22]([CH2:25][CH:26]=[O:27])[CH2:23][CH2:24]4)=[O:16])=[CH:13][CH:12]=3)=[N:8][C:7]=2[CH:30]=1)#[N:2]. The yield is 0.960. (2) The reactants are [Br:1][C:2]1[CH:3]=[C:4]2[C:9](=[CH:10][CH:11]=1)[N:8]=[CH:7][C:6]([C:12]([CH:14]1[CH2:16][CH2:15]1)=[O:13])=[C:5]2Cl.[CH3:18][N:19]1[CH2:24][CH2:23][N:22]([CH2:25][CH2:26][C:27]2[CH:28]=[C:29]([CH:31]=[CH:32][CH:33]=2)[NH2:30])[CH2:21][CH2:20]1. No catalyst specified. The product is [Br:1][C:2]1[CH:3]=[C:4]2[C:9](=[CH:10][CH:11]=1)[N:8]=[CH:7][C:6]([C:12]([CH:14]1[CH2:16][CH2:15]1)=[O:13])=[C:5]2[NH:30][C:29]1[CH:31]=[CH:32][CH:33]=[C:27]([CH2:26][CH2:25][N:22]2[CH2:21][CH2:20][N:19]([CH3:18])[CH2:24][CH2:23]2)[CH:28]=1. The yield is 0.550. (3) The reactants are [N+:1]([C:4]1[CH:9]=[CH:8][C:7]([CH:10]([CH2:15][C:16]([OH:18])=[O:17])[CH2:11][C:12]([OH:14])=O)=[CH:6][CH:5]=1)([O-:3])=[O:2].C(OC(=O)C)(=O)C. The catalyst is CCOCC. The product is [N+:1]([C:4]1[CH:5]=[CH:6][C:7]([CH:10]2[CH2:11][C:12](=[O:14])[O:18][C:16](=[O:17])[CH2:15]2)=[CH:8][CH:9]=1)([O-:3])=[O:2]. The yield is 0.700. (4) The reactants are [Cl:1][C:2]1[CH:43]=[CH:42][C:5]([CH2:6][C:7]2[N:8]=[C:9]([C:25]3[C:26]([CH3:41])=[N:27][N:28]4[CH:33]=[CH:32][C:31]([CH:34](OCC)[O:35]CC)=[CH:30][C:29]=34)[S:10][C:11]=2[C:12]2[N:16]=[CH:15][N:14](COCC[Si](C)(C)C)[N:13]=2)=[CH:4][CH:3]=1.Cl.C(O)(=O)C.C([O-])(O)=O.[Na+]. The catalyst is O1CCOCC1.O. The product is [Cl:1][C:2]1[CH:3]=[CH:4][C:5]([CH2:6][C:7]2[N:8]=[C:9]([C:25]3[C:26]([CH3:41])=[N:27][N:28]4[CH:33]=[CH:32][C:31]([CH:34]=[O:35])=[CH:30][C:29]=34)[S:10][C:11]=2[C:12]2[NH:16][CH:15]=[N:14][N:13]=2)=[CH:42][CH:43]=1. The yield is 0.972. (5) The yield is 0.380. The product is [CH2:17]([C:16]1[NH:6][CH:5]=[C:4]([C:7]2[CH:8]=[CH:9][N:10]=[CH:11][CH:12]=2)[N:22]=1)[CH3:18]. The catalyst is C(O)C. The reactants are C(O[C:4](OCC)([C:7]1[CH:12]=[CH:11][N:10]=[CH:9][CH:8]=1)[CH2:5][NH2:6])C.[C:16](=[NH:22])(OCC)[CH2:17][CH3:18]. (6) The reactants are C([O:8][C@@H:9]1[C@@:14]([O:21][CH3:22])([C:15]2[CH:20]=[CH:19][CH:18]=[CH:17][CH:16]=2)[CH2:13][CH2:12][N:11]([C:23]([O:25][C:26]([CH3:29])([CH3:28])[CH3:27])=[O:24])[CH2:10]1)C1C=CC=CC=1.CC1CC=CCC=1. The catalyst is C(O)C.[Pd]. The product is [OH:8][C@@H:9]1[C@@:14]([O:21][CH3:22])([C:15]2[CH:20]=[CH:19][CH:18]=[CH:17][CH:16]=2)[CH2:13][CH2:12][N:11]([C:23]([O:25][C:26]([CH3:29])([CH3:28])[CH3:27])=[O:24])[CH2:10]1. The yield is 1.00. (7) The reactants are [Br:1][C:2]1[CH:3]=[C:4]([C:9]2[C:13]([CH2:14][CH2:15][C:16](OC)=[O:17])=[CH:12][O:11][N:10]=2)[CH:5]=[CH:6][C:7]=1[F:8].[H-].C([Al+]CC(C)C)C(C)C.Cl. The catalyst is O1CCCC1. The product is [Br:1][C:2]1[CH:3]=[C:4]([C:9]2[C:13]([CH2:14][CH2:15][CH2:16][OH:17])=[CH:12][O:11][N:10]=2)[CH:5]=[CH:6][C:7]=1[F:8]. The yield is 0.970. (8) The reactants are [F:1][C:2]1[CH:18]=[C:17]([C:19]2[N:23]=[C:22]([C:24]3[CH:29]=[CH:28][C:27]([C:30]4[CH:35]=[CH:34][CH:33]=[CH:32][C:31]=4[CH3:36])=[C:26]([C:37]([F:40])([F:39])[F:38])[CH:25]=3)[O:21][N:20]=2)[CH:16]=[C:15]([F:41])[C:3]=1[CH2:4][N:5]([CH3:14])[CH2:6][C:7]([O:9]C(C)(C)C)=[O:8].[ClH:42]. The catalyst is O1CCOCC1. The product is [ClH:42].[F:41][C:15]1[CH:16]=[C:17]([C:19]2[N:23]=[C:22]([C:24]3[CH:29]=[CH:28][C:27]([C:30]4[CH:35]=[CH:34][CH:33]=[CH:32][C:31]=4[CH3:36])=[C:26]([C:37]([F:38])([F:40])[F:39])[CH:25]=3)[O:21][N:20]=2)[CH:18]=[C:2]([F:1])[C:3]=1[CH2:4][N:5]([CH3:14])[CH2:6][C:7]([OH:9])=[O:8]. The yield is 0.870. (9) The reactants are [OH-].[Li+].[CH3:3][C:4]1[CH:13]=[C:12]([CH3:14])[C:11]2[CH2:10][CH2:9][CH2:8][CH2:7][C:6]=2[C:5]=1[N:15]1[C:19]([C:20]([F:23])([F:22])[F:21])=[N:18][N:17]=[C:16]1[S:24][CH2:25][C:26]([O:28]CC)=[O:27]. The catalyst is C1COCC1.CO.O. The product is [CH3:3][C:4]1[CH:13]=[C:12]([CH3:14])[C:11]2[CH2:10][CH2:9][CH2:8][CH2:7][C:6]=2[C:5]=1[N:15]1[C:19]([C:20]([F:22])([F:21])[F:23])=[N:18][N:17]=[C:16]1[S:24][CH2:25][C:26]([OH:28])=[O:27]. The yield is 0.980.